This data is from Full USPTO retrosynthesis dataset with 1.9M reactions from patents (1976-2016). The task is: Predict the reactants needed to synthesize the given product. (1) The reactants are: Cl.Cl.[NH2:3][CH:4]1[CH2:9][CH2:8][CH:7]([NH:10][C:11]2[C:20]3[C:15](=[CH:16][CH:17]=[C:18]([Cl:21])[N:19]=3)[N:14]=[CH:13][C:12]=2[C:22](=[O:24])[CH3:23])[CH2:6][CH2:5]1.[C:25]([O:29][C:30]([NH:32][CH:33]([CH:37]([CH3:39])[CH3:38])[C:34](O)=[O:35])=[O:31])([CH3:28])([CH3:27])[CH3:26]. Given the product [C:25]([O:29][C:30](=[O:31])[NH:32][CH:33]([CH:37]([CH3:38])[CH3:39])[C:34]([NH:3][C@H:4]1[CH2:9][CH2:8][C@H:7]([NH:10][C:11]2[C:20]3[C:15](=[CH:16][CH:17]=[C:18]([Cl:21])[N:19]=3)[N:14]=[CH:13][C:12]=2[C:22](=[O:24])[CH3:23])[CH2:6][CH2:5]1)=[O:35])([CH3:28])([CH3:27])[CH3:26], predict the reactants needed to synthesize it. (2) The reactants are: C([O:3][C:4]([C:6]1[NH:7][C:8]2[C:13]([CH:14]=1)=[CH:12][C:11]([CH:15]([N:17]1[CH2:22][CH2:21][CH2:20][CH2:19][C:18]1=[O:23])[CH3:16])=[CH:10][CH:9]=2)=O)C.[F:24][C:25]1[CH:26]=[C:27]([CH:29]=[C:30]([F:32])[CH:31]=1)[NH2:28]. Given the product [F:24][C:25]1[CH:26]=[C:27]([NH:28][C:4]([C:6]2[NH:7][C:8]3[C:13]([CH:14]=2)=[CH:12][C:11]([CH:15]([N:17]2[CH2:22][CH2:21][CH2:20][CH2:19][C:18]2=[O:23])[CH3:16])=[CH:10][CH:9]=3)=[O:3])[CH:29]=[C:30]([F:32])[CH:31]=1, predict the reactants needed to synthesize it. (3) The reactants are: [NH2:1][C:2]1[CH:14]=[C:13]2[C:5]([C:6]3[C:11]([CH2:15][CH2:16][CH2:17][CH3:18])([CH2:12]2)[CH2:10][CH2:9][C:8](=[O:19])[C:7]=3[CH3:20])=[CH:4][C:3]=1[F:21].[Br:22]N1C(=O)CCC1=O.O.C([O-])([O-])=O.[K+].[K+]. Given the product [NH2:1][C:2]1[C:14]([Br:22])=[C:13]2[C:5]([C:6]3[C:11]([CH2:15][CH2:16][CH2:17][CH3:18])([CH2:12]2)[CH2:10][CH2:9][C:8](=[O:19])[C:7]=3[CH3:20])=[CH:4][C:3]=1[F:21], predict the reactants needed to synthesize it.